Dataset: Peptide-MHC class I binding affinity with 185,985 pairs from IEDB/IMGT. Task: Regression. Given a peptide amino acid sequence and an MHC pseudo amino acid sequence, predict their binding affinity value. This is MHC class I binding data. The peptide sequence is AFEDLRLLSF. The MHC is HLA-A24:02 with pseudo-sequence HLA-A24:02. The binding affinity (normalized) is 0.182.